This data is from Full USPTO retrosynthesis dataset with 1.9M reactions from patents (1976-2016). The task is: Predict the reactants needed to synthesize the given product. (1) Given the product [CH3:3][O:4][C:5]1[CH:6]=[CH:7][C:8]([CH2:9][N:10]([CH2:34][C:35]2[CH:40]=[CH:39][C:38]([O:41][CH3:42])=[CH:37][CH:36]=2)[C:11]2[C:16]([NH2:17])=[C:15]([NH:20][C@H:21]([C:23]3[CH:28]=[CH:27][CH:26]=[CH:25][CH:24]=3)[CH3:22])[CH:14]=[C:13]([CH2:29][CH2:30][CH2:31][CH2:32][CH3:33])[N:12]=2)=[CH:43][CH:44]=1, predict the reactants needed to synthesize it. The reactants are: [BH4-].[Na+].[CH3:3][O:4][C:5]1[CH:44]=[CH:43][C:8]([CH2:9][N:10]([CH2:34][C:35]2[CH:40]=[CH:39][C:38]([O:41][CH3:42])=[CH:37][CH:36]=2)[C:11]2[C:16]([N+:17]([O-])=O)=[C:15]([NH:20][C@H:21]([C:23]3[CH:28]=[CH:27][CH:26]=[CH:25][CH:24]=3)[CH3:22])[CH:14]=[C:13]([CH2:29][CH2:30][CH2:31][CH2:32][CH3:33])[N:12]=2)=[CH:7][CH:6]=1. (2) Given the product [NH2:8][C:7]1[C:2]([F:1])=[CH:3][C:4]([CH3:29])=[C:5]([N:11]2[CH2:16][C:15]3[CH:17]=[N:18][C:19]([NH:21][CH3:22])=[CH:20][C:14]=3[N:13]([CH:25]([CH3:27])[CH3:26])[C:12]2=[O:28])[CH:6]=1, predict the reactants needed to synthesize it. The reactants are: [F:1][C:2]1[C:7]([N+:8]([O-])=O)=[CH:6][C:5]([N:11]2[CH2:16][C:15]3[CH:17]=[N:18][C:19]([N:21](OC)[CH3:22])=[CH:20][C:14]=3[N:13]([CH:25]([CH3:27])[CH3:26])[C:12]2=[O:28])=[C:4]([CH3:29])[CH:3]=1. (3) Given the product [NH2:56][C:52]1([C:49]2[CH:48]=[CH:47][C:46]([C:44]3[C:43]([C:64]4[CH:69]=[CH:68][CH:67]=[CH:66][CH:65]=4)=[CH:42][C:41]4[N:36]([CH3:35])[C:37](=[O:70])[NH:38][CH2:39][C:40]=4[N:45]=3)=[CH:51][CH:50]=2)[CH2:53][CH2:54][CH2:55]1, predict the reactants needed to synthesize it. The reactants are: N1C=CN=C1CN1C(=O)COC2N=C(C3C=CC(C4(N)CCC4)=CC=3)C(C3C=CC=CC=3)=CC1=2.[CH3:35][N:36]1[C:41]2[CH:42]=[C:43]([C:64]3[CH:69]=[CH:68][CH:67]=[CH:66][CH:65]=3)[C:44]([C:46]3[CH:51]=[CH:50][C:49]([C:52]4([NH:56]C(=O)OC(C)(C)C)[CH2:55][CH2:54][CH2:53]4)=[CH:48][CH:47]=3)=[N:45][C:40]=2[CH2:39][NH:38][C:37]1=[O:70]. (4) Given the product [CH:25]([N:18]1[C:19]2[C:24](=[CH:23][CH:22]=[CH:21][CH:20]=2)[C:16]([C:14]([NH:13][C@@H:11]2[CH2:12][N:8]([C:6]([O:5][C:1]([CH3:3])([CH3:4])[CH3:2])=[O:7])[C@H:9]([CH2:28][C:29]([NH:33][CH3:32])=[O:31])[CH2:10]2)=[O:15])=[N:17]1)([CH3:27])[CH3:26], predict the reactants needed to synthesize it. The reactants are: [C:1]([O:5][C:6]([N:8]1[CH2:12][C@@H:11]([NH:13][C:14]([C:16]2[C:24]3[C:19](=[CH:20][CH:21]=[CH:22][CH:23]=3)[N:18]([CH:25]([CH3:27])[CH3:26])[N:17]=2)=[O:15])[CH2:10][C@H:9]1[CH2:28][C:29]([OH:31])=O)=[O:7])([CH3:4])([CH3:3])[CH3:2].[CH3:32][NH2:33].